From a dataset of Full USPTO retrosynthesis dataset with 1.9M reactions from patents (1976-2016). Predict the reactants needed to synthesize the given product. Given the product [C:11]1([CH:17]2[CH2:26][CH2:25][C:24]3[C:19](=[CH:20][CH:21]=[C:22]([O:27][CH2:8][C:9]#[N:10])[CH:23]=3)[O:18]2)[CH:12]=[CH:13][CH:14]=[CH:15][CH:16]=1, predict the reactants needed to synthesize it. The reactants are: C(=O)([O-])[O-].[Cs+].[Cs+].Cl[CH2:8][C:9]#[N:10].[C:11]1([CH:17]2[CH2:26][CH2:25][C:24]3[C:19](=[CH:20][CH:21]=[C:22]([OH:27])[CH:23]=3)[O:18]2)[CH:16]=[CH:15][CH:14]=[CH:13][CH:12]=1.Cl.